Dataset: Catalyst prediction with 721,799 reactions and 888 catalyst types from USPTO. Task: Predict which catalyst facilitates the given reaction. (1) Reactant: C([O:8][C:9]1[CH:14]=[CH:13][C:12]([CH2:15][CH2:16][NH2:17])=[CH:11][C:10]=1[O:18][CH3:19])C1C=CC=CC=1.[H][H]. Product: [NH2:17][CH2:16][CH2:15][C:12]1[CH:13]=[CH:14][C:9]([OH:8])=[C:10]([O:18][CH3:19])[CH:11]=1. The catalyst class is: 304. (2) Reactant: [C:1]([OH:7])(=[O:6])[CH2:2][C:3](O)=O.[CH:8](=O)[CH2:9][CH2:10][CH2:11][CH2:12][CH2:13][CH2:14][CH2:15][CH2:16][CH2:17][CH2:18]C.N1CCCCC1.Cl. Product: [C:1]([OH:7])(=[O:6])/[CH:2]=[CH:3]/[CH2:18][CH2:17][CH2:16][CH2:15][CH2:14][CH2:13][CH2:12][CH2:11][CH2:10][CH2:9][CH3:8]. The catalyst class is: 17.